This data is from Catalyst prediction with 721,799 reactions and 888 catalyst types from USPTO. The task is: Predict which catalyst facilitates the given reaction. Reactant: [NH2:1][CH:2]([C:5]1[CH:10]=[CH:9][C:8]([O:11][C:12]([F:15])([F:14])[F:13])=[C:7]([F:16])[CH:6]=1)[C:3]#[N:4].[C:17](O[C:17]([O:19][C:20]([CH3:23])([CH3:22])[CH3:21])=[O:18])([O:19][C:20]([CH3:23])([CH3:22])[CH3:21])=[O:18].C(N(CC)CC)C.O. Product: [C:3]([CH:2]([NH:1][C:17](=[O:18])[O:19][C:20]([CH3:23])([CH3:22])[CH3:21])[C:5]1[CH:10]=[CH:9][C:8]([O:11][C:12]([F:13])([F:14])[F:15])=[C:7]([F:16])[CH:6]=1)#[N:4]. The catalyst class is: 7.